The task is: Predict the product of the given reaction.. This data is from Forward reaction prediction with 1.9M reactions from USPTO patents (1976-2016). (1) Given the reactants [CH3:1][C:2]([CH3:21])([CH3:20])[C:3]([C:5]1[C:13]2[C:8](=[CH:9][C:10]([O:14][CH3:15])=[CH:11][CH:12]=2)[N:7]([CH2:16][C:17]([OH:19])=O)[N:6]=1)=[O:4].C1C=CC2N(O)N=NC=2C=1.[CH2:32]([NH:36][CH2:37][CH2:38][CH2:39][CH3:40])[CH2:33][CH2:34][CH3:35].CCN(C(C)C)C(C)C, predict the reaction product. The product is: [CH2:32]([N:36]([CH2:37][CH2:38][CH2:39][CH3:40])[C:17](=[O:19])[CH2:16][N:7]1[C:8]2[C:13](=[CH:12][CH:11]=[C:10]([O:14][CH3:15])[CH:9]=2)[C:5]([C:3](=[O:4])[C:2]([CH3:20])([CH3:1])[CH3:21])=[N:6]1)[CH2:33][CH2:34][CH3:35]. (2) Given the reactants [C:1]([C:5]1[CH:6]=[C:7]([CH:12]=[C:13]([Cl:15])[N:14]=1)[C:8]([O:10]C)=[O:9])([CH3:4])([CH3:3])[CH3:2].[OH-].[Na+].Cl, predict the reaction product. The product is: [C:1]([C:5]1[CH:6]=[C:7]([CH:12]=[C:13]([Cl:15])[N:14]=1)[C:8]([OH:10])=[O:9])([CH3:4])([CH3:2])[CH3:3]. (3) Given the reactants [C:1]([O:5][C:6]([NH:8][C:9]1[S:10][CH:11]=[C:12]([C:14](=[O:18])[C:15]([OH:17])=[O:16])[N:13]=1)=[O:7])([CH3:4])([CH3:3])[CH3:2].C1C(=O)N([Cl:26])C(=O)C1, predict the reaction product. The product is: [C:1]([O:5][C:6]([NH:8][C:9]1[S:10][C:11]([Cl:26])=[C:12]([C:14](=[O:18])[C:15]([OH:17])=[O:16])[N:13]=1)=[O:7])([CH3:4])([CH3:2])[CH3:3]. (4) Given the reactants N1C2C=CC=CC=2N=C1C1CCN(CCC2OC(=O)C(CC)(CC)C2)CC1.[N:28]1[CH:33]=[CH:32][C:31]([N:34]2[CH2:39][CH2:38][NH:37][CH2:36][CH2:35]2)=[CH:30][CH:29]=1.N1(C2C=CC=CC=2C#N)CCNCC1.CC1C=CC(S(O[CH2:65][CH2:66][CH:67]2[CH2:71][C:70]3([CH2:76][CH2:75][CH2:74][CH2:73][CH2:72]3)[C:69](=[O:77])[O:68]2)(=O)=O)=CC=1.CC1C=CC(S(OCCC2CC(CC)(CC)C(=O)O2)(=O)=O)=CC=1, predict the reaction product. The product is: [N:28]1[CH:33]=[CH:32][C:31]([N:34]2[CH2:35][CH2:36][N:37]([CH2:65][CH2:66][CH:67]3[CH2:71][C:70]4([CH2:72][CH2:73][CH2:74][CH2:75][CH2:76]4)[C:69](=[O:77])[O:68]3)[CH2:38][CH2:39]2)=[CH:30][CH:29]=1.